This data is from Buchwald-Hartwig C-N cross coupling reaction yields with 55,370 reactions. The task is: Predict the reaction yield, written as a fraction of the theoretical maximum amount of product (1.0 means a 100% yield; for example, 0.34 means a 34% yield). (1) The reactants are Clc1ccccn1.Cc1ccc(N)cc1.O=S(=O)(O[Pd]1c2ccccc2-c2ccccc2N~1)C(F)(F)F.COc1ccc(OC)c(P(C(C)(C)C)C(C)(C)C)c1-c1c(C(C)C)cc(C(C)C)cc1C(C)C.CN1CCCN2CCCN=C12.c1ccc(-c2cnoc2)cc1. No catalyst specified. The product is Cc1ccc(Nc2ccccn2)cc1. The yield is 0.508. (2) The reactants are Clc1cccnc1.Cc1ccc(N)cc1.O=S(=O)(O[Pd]1c2ccccc2-c2ccccc2N~1)C(F)(F)F.CC(C)c1cc(C(C)C)c(-c2ccccc2P(C(C)(C)C)C(C)(C)C)c(C(C)C)c1.CCN=P(N=P(N(C)C)(N(C)C)N(C)C)(N(C)C)N(C)C.c1ccc(CN(Cc2ccccc2)c2ccno2)cc1. No catalyst specified. The product is Cc1ccc(Nc2cccnc2)cc1. The yield is 0.133. (3) The reactants are Brc1cccnc1.Cc1ccc(N)cc1.O=S(=O)(O[Pd]1c2ccccc2-c2ccccc2N~1)C(F)(F)F.COc1ccc(OC)c(P([C@]23C[C@H]4C[C@H](C[C@H](C4)C2)C3)[C@]23C[C@H]4C[C@H](C[C@H](C4)C2)C3)c1-c1c(C(C)C)cc(C(C)C)cc1C(C)C.CN1CCCN2CCCN=C12.CCOC(=O)c1cnoc1C. No catalyst specified. The product is Cc1ccc(Nc2cccnc2)cc1. The yield is 0.432. (4) The reactants are CCc1ccc(Cl)cc1.Cc1ccc(N)cc1.O=S(=O)(O[Pd]1c2ccccc2-c2ccccc2N~1)C(F)(F)F.COc1ccc(OC)c(P(C(C)(C)C)C(C)(C)C)c1-c1c(C(C)C)cc(C(C)C)cc1C(C)C.CN1CCCN2CCCN=C12.COC(=O)c1ccno1. No catalyst specified. The product is CCc1ccc(Nc2ccc(C)cc2)cc1. The yield is 0.125. (5) The reactants are FC(F)(F)c1ccc(I)cc1.Cc1ccc(N)cc1.O=S(=O)(O[Pd]1c2ccccc2-c2ccccc2N~1)C(F)(F)F.CC(C)c1cc(C(C)C)c(-c2ccccc2P(C2CCCCC2)C2CCCCC2)c(C(C)C)c1.CN(C)C(=NC(C)(C)C)N(C)C.CCOC(=O)c1cnoc1C. No catalyst specified. The product is Cc1ccc(Nc2ccc(C(F)(F)F)cc2)cc1. The yield is 0.196. (6) The reactants are COc1ccc(Cl)cc1.Cc1ccc(N)cc1.O=S(=O)(O[Pd]1c2ccccc2-c2ccccc2N~1)C(F)(F)F.CC(C)c1cc(C(C)C)c(-c2ccccc2P(C(C)(C)C)C(C)(C)C)c(C(C)C)c1.CN1CCCN2CCCN=C12.CCOC(=O)c1cc(OC)no1. No catalyst specified. The product is COc1ccc(Nc2ccc(C)cc2)cc1. The yield is 0.00400. (7) The reactants are FC(F)(F)c1ccc(I)cc1.Cc1ccc(N)cc1.O=S(=O)(O[Pd]1c2ccccc2-c2ccccc2N~1)C(F)(F)F.CC(C)c1cc(C(C)C)c(-c2ccccc2P(C2CCCCC2)C2CCCCC2)c(C(C)C)c1.CN(C)C(=NC(C)(C)C)N(C)C.Cc1cc(-c2ccccc2)on1. No catalyst specified. The product is Cc1ccc(Nc2ccc(C(F)(F)F)cc2)cc1. The yield is 0.374.